This data is from Full USPTO retrosynthesis dataset with 1.9M reactions from patents (1976-2016). The task is: Predict the reactants needed to synthesize the given product. (1) Given the product [CH3:10][O:9][C:5]1[CH:6]=[CH:7][CH:8]=[C:3]([CH:1]2[CH2:23][CH2:13][N:14]([CH2:15][CH:16]=[CH2:17])[CH2:2]2)[N:4]=1, predict the reactants needed to synthesize it. The reactants are: [CH:1]([C:3]1[CH:8]=[CH:7][CH:6]=[C:5]([O:9][CH3:10])[N:4]=1)=[CH2:2].CO[CH2:13][N:14](C[Si](C)(C)C)[CH2:15][CH:16]=[CH2:17].[CH2:23]=CC1C=CC=CC=1. (2) Given the product [N:14]1[CH:15]=[CH:16][N:17]=[CH:18][C:13]=1[NH:12][C:9]([C:7]1[O:8][C:4]([N+:1]([O-:3])=[O:2])=[CH:5][CH:6]=1)=[O:10], predict the reactants needed to synthesize it. The reactants are: [N+:1]([C:4]1[O:8][C:7]([C:9](Cl)=[O:10])=[CH:6][CH:5]=1)([O-:3])=[O:2].[NH2:12][C:13]1[CH:18]=[N:17][CH:16]=[CH:15][N:14]=1.N1C=CC=CC=1. (3) Given the product [ClH:16].[NH2:8][CH2:9][CH2:10][C:11]([CH3:15])([CH3:14])[CH2:12][OH:13], predict the reactants needed to synthesize it. The reactants are: C(OC([NH:8][CH2:9][CH2:10][C:11]([CH3:15])([CH3:14])[CH2:12][OH:13])=O)(C)(C)C.[ClH:16].O1CCOCC1.